From a dataset of Full USPTO retrosynthesis dataset with 1.9M reactions from patents (1976-2016). Predict the reactants needed to synthesize the given product. (1) The reactants are: [Br:1][C:2]1[CH:3]=[C:4]([NH:13][CH:14]2[CH2:19][CH2:18][O:17][CH2:16][CH2:15]2)[C:5]([CH3:12])=[C:6]([CH:11]=1)[C:7]([O:9][CH3:10])=[O:8].[CH:20]1([CH:23]=O)[CH2:22][CH2:21]1.C(O)(=O)C.C([BH3-])#N.[Na+]. Given the product [Br:1][C:2]1[CH:3]=[C:4]([N:13]([CH2:23][CH:20]2[CH2:22][CH2:21]2)[CH:14]2[CH2:19][CH2:18][O:17][CH2:16][CH2:15]2)[C:5]([CH3:12])=[C:6]([CH:11]=1)[C:7]([O:9][CH3:10])=[O:8], predict the reactants needed to synthesize it. (2) The reactants are: [Br:1][C:2]1[CH:7]=[CH:6][CH:5]=[CH:4][C:3]=1[C@H:8]([O:10][C:11]1[CH:15]=[C:14]([N:16]2[C:24]3[CH:23]=[C:22]([CH2:25][OH:26])[N:21]=[CH:20][C:19]=3[N:18]=[CH:17]2)[S:13][C:12]=1[C:27]([NH2:29])=[O:28])[CH3:9].[CH3:30][S:31](Cl)(=[O:33])=[O:32].C(N(CC)CC)C. Given the product [CH3:30][S:31]([O:26][CH2:25][C:22]1[N:21]=[CH:20][C:19]2[N:18]=[CH:17][N:16]([C:14]3[S:13][C:12]([C:27](=[O:28])[NH2:29])=[C:11]([O:10][C@@H:8]([C:3]4[CH:4]=[CH:5][CH:6]=[CH:7][C:2]=4[Br:1])[CH3:9])[CH:15]=3)[C:24]=2[CH:23]=1)(=[O:33])=[O:32], predict the reactants needed to synthesize it. (3) Given the product [CH3:1][O:2][C:3](=[O:12])[CH2:4][C:5]1[CH:10]=[CH:9][C:8]([C:58]2[CH:59]=[CH:60][C:55]([C:52]([CH2:53][CH3:54])([C:71]3[CH:76]=[CH:75][C:74](/[CH:77]=[CH:78]/[C:79]4([OH:85])[CH2:84][CH2:83][S:82][CH2:81][CH2:80]4)=[C:73]([CH3:86])[CH:72]=3)[CH2:50][CH3:51])=[CH:56][C:57]=2[CH3:70])=[CH:7][CH:6]=1, predict the reactants needed to synthesize it. The reactants are: [CH3:1][O:2][C:3](=[O:12])[CH2:4][C:5]1[CH:10]=[CH:9][C:8](Br)=[CH:7][CH:6]=1.C1(P(C2CCCCC2)C2C=CC=CC=2C2C(OC)=CC=CC=2OC)CCCCC1.P([O-])([O-])([O-])=O.[K+].[K+].[K+].[CH2:50]([C:52]([C:71]1[CH:76]=[CH:75][C:74](/[CH:77]=[CH:78]/[C:79]2([OH:85])[CH2:84][CH2:83][S:82][CH2:81][CH2:80]2)=[C:73]([CH3:86])[CH:72]=1)([C:55]1[CH:60]=[CH:59][C:58](B2OC(C)(C)C(C)(C)O2)=[C:57]([CH3:70])[CH:56]=1)[CH2:53][CH3:54])[CH3:51].